Dataset: Full USPTO retrosynthesis dataset with 1.9M reactions from patents (1976-2016). Task: Predict the reactants needed to synthesize the given product. (1) Given the product [N:39]1([NH:44][C:45](=[O:53])[O:46][C:47]2[CH:48]=[CH:49][CH:50]=[CH:51][CH:52]=2)[CH2:40][CH2:41][CH2:42][CH2:43]1.[Cl:1][C:2]1[CH:3]=[C:4]([S:33]([NH:36][C:45](=[O:46])[NH:44][N:39]2[CH2:43][CH2:42][CH2:41][CH2:40]2)(=[O:35])=[O:34])[CH:5]=[CH:6][C:7]=1[CH2:8][S:9][C:10]1[N:11]([C:26]2[CH:31]=[CH:30][C:29]([F:32])=[CH:28][CH:27]=2)[C:12]([C:15]([C:18]2[CH:23]=[CH:22][C:21]([Cl:24])=[C:20]([Cl:25])[CH:19]=2)([CH3:17])[CH3:16])=[CH:13][N:14]=1, predict the reactants needed to synthesize it. The reactants are: [Cl:1][C:2]1[CH:3]=[C:4]([S:33]([NH2:36])(=[O:35])=[O:34])[CH:5]=[CH:6][C:7]=1[CH2:8][S:9][C:10]1[N:11]([C:26]2[CH:31]=[CH:30][C:29]([F:32])=[CH:28][CH:27]=2)[C:12]([C:15]([C:18]2[CH:23]=[CH:22][C:21]([Cl:24])=[C:20]([Cl:25])[CH:19]=2)([CH3:17])[CH3:16])=[CH:13][N:14]=1.[OH-].[Na+].[N:39]1([NH:44][C:45](=[O:53])[O:46][C:47]2[CH:52]=[CH:51][CH:50]=[CH:49][CH:48]=2)[CH2:43][CH2:42][CH2:41][CH2:40]1.C1(OC(Cl)=O)C=CC=CC=1.NN1CCCC1.Cl. (2) Given the product [CH2:15]([C:19]1([N:25]([CH3:27])[CH3:26])[CH2:24][CH2:23][N:22]([CH2:11][CH2:10][N:2]([CH3:1])[C:3](=[O:9])[O:4][C:5]([CH3:8])([CH3:7])[CH3:6])[CH2:21][CH2:20]1)[CH2:16][CH2:17][CH3:18], predict the reactants needed to synthesize it. The reactants are: [CH3:1][N:2]([CH2:10][CH:11]=O)[C:3](=[O:9])[O:4][C:5]([CH3:8])([CH3:7])[CH3:6].Cl.Cl.[CH2:15]([C:19]1([N:25]([CH3:27])[CH3:26])[CH2:24][CH2:23][NH:22][CH2:21][CH2:20]1)[CH2:16][CH2:17][CH3:18].C(B)#N.[Na].CO.C(Cl)(Cl)Cl. (3) Given the product [CH3:12][O:13][NH:14][C:15]([C:17]1[CH:18]=[C:19]2[C:24](=[CH:25][C:26]=1[O:27][CH2:28][C:29]1[CH:34]=[CH:33][CH:32]=[CH:31][CH:30]=1)[N:23]=[CH:22][CH:21]=[C:20]2[O:8][C:5]1[CH:6]=[CH:7][C:2]([NH2:1])=[C:3]([Cl:9])[CH:4]=1)=[O:16], predict the reactants needed to synthesize it. The reactants are: [NH2:1][C:2]1[CH:7]=[CH:6][C:5]([OH:8])=[CH:4][C:3]=1[Cl:9].[H-].[Na+].[CH3:12][O:13][NH:14][C:15]([C:17]1[CH:18]=[C:19]2[C:24](=[CH:25][C:26]=1[O:27][CH2:28][C:29]1[CH:34]=[CH:33][CH:32]=[CH:31][CH:30]=1)[N:23]=[CH:22][CH:21]=[C:20]2Cl)=[O:16].O. (4) Given the product [CH3:64][C:61]1[CH:62]=[N:63][C:56]2[N:55]([CH:65]3[CH2:70][CH2:69][S:68][CH2:67][CH2:66]3)[C:54](=[O:71])[N:53]([C@@H:50]3[CH2:49][CH2:48][C@H:47]([NH:46][C:10]([C:2]4[N:1]=[C:5]5[CH:6]=[CH:7][CH:8]=[CH:9][N:4]5[CH:3]=4)=[O:12])[CH2:52][CH2:51]3)[C:58](=[O:59])[C:57]=2[CH:60]=1, predict the reactants needed to synthesize it. The reactants are: [N:1]1[C:2]([C:10]([OH:12])=O)=[CH:3][N:4]2[CH:9]=[CH:8][CH:7]=[CH:6][C:5]=12.CCN(C(C)C)C(C)C.CN(C(ON1N=NC2C=CC=NC1=2)=[N+](C)C)C.F[P-](F)(F)(F)(F)F.[NH2:46][CH:47]1[CH2:52][CH2:51][CH:50]([N:53]2[C:58](=[O:59])[C:57]3[CH:60]=[C:61]([CH3:64])[CH:62]=[N:63][C:56]=3[N:55]([CH:65]3[CH2:70][CH2:69][S:68][CH2:67][CH2:66]3)[C:54]2=[O:71])[CH2:49][CH2:48]1. (5) The reactants are: [CH:1]12[C:9](=[C:10]([C:18]3[CH:23]=[CH:22][C:21](Br)=[CH:20][CH:19]=3)[C:11]3[CH:16]=[CH:15][C:14]([OH:17])=[CH:13][CH:12]=3)[CH:5]([CH2:6][CH2:7][CH2:8]1)[CH2:4][CH2:3][CH2:2]2.[C:25]([O:29][C:30]([CH3:33])([CH3:32])[CH3:31])(=[O:28])[CH:26]=[CH2:27].CC1C=CC=CC=1P(C1C=CC=CC=1C)C1C=CC=CC=1C.CCN(CC)CC. Given the product [CH:1]12[C:9](=[C:10]([C:11]3[CH:16]=[CH:15][C:14]([OH:17])=[CH:13][CH:12]=3)[C:18]3[CH:23]=[CH:22][C:21](/[CH:27]=[CH:26]/[C:25]([O:29][C:30]([CH3:33])([CH3:32])[CH3:31])=[O:28])=[CH:20][CH:19]=3)[CH:5]([CH2:6][CH2:7][CH2:8]1)[CH2:4][CH2:3][CH2:2]2, predict the reactants needed to synthesize it.